This data is from Full USPTO retrosynthesis dataset with 1.9M reactions from patents (1976-2016). The task is: Predict the reactants needed to synthesize the given product. Given the product [ClH:1].[Cl:1][C:2]1[CH:3]=[C:4]2[C:29](=[CH:30][CH:31]=1)[C:7]1([CH2:11][CH2:10][N:9]([CH2:12][CH2:13][CH2:14][S:15][C:16]3[N:17]([CH3:28])[C:18]([C:21]4[S:25][C:24]([CH3:26])=[N:23][C:22]=4[CH3:27])=[N:19][N:20]=3)[CH2:8]1)[CH2:6][CH2:5]2, predict the reactants needed to synthesize it. The reactants are: [Cl:1][C:2]1[CH:3]=[C:4]2[C:29](=[CH:30][CH:31]=1)[C:7]1([CH2:11][CH2:10][N:9]([CH2:12][CH2:13][CH2:14][S:15][C:16]3[N:17]([CH3:28])[C:18]([C:21]4[S:25][C:24]([CH3:26])=[N:23][C:22]=4[CH3:27])=[N:19][N:20]=3)[CH2:8]1)[CH2:6][CH2:5]2.